Predict which catalyst facilitates the given reaction. From a dataset of Catalyst prediction with 721,799 reactions and 888 catalyst types from USPTO. (1) Reactant: BrC1C=CC(OC2C=CC(C#N)=C(Cl)N=2)=CC=1C1OCCO1.BrC1C=CC(OC2C=CC(C#N)=C(Cl)N=2)=CC=1C1OCCO1.[Br:45][C:46]1[CH:61]=[CH:60][C:49]([O:50][C:51]2[N:58]=[C:57](Cl)[CH:56]=[CH:55][C:52]=2[C:53]#[N:54])=[CH:48][C:47]=1[CH:62]1[O:66][CH2:65][CH2:64][O:63]1.[CH3:67][O:68][CH2:69][CH2:70][NH2:71]. Product: [Br:45][C:46]1[CH:61]=[CH:60][C:49]([O:50][C:51]2[N:58]=[C:57]([NH:71][CH2:70][CH2:69][O:68][CH3:67])[CH:56]=[CH:55][C:52]=2[C:53]#[N:54])=[CH:48][C:47]=1[CH:62]1[O:66][CH2:65][CH2:64][O:63]1. The catalyst class is: 10. (2) Reactant: [F:1][C:2]1[CH:7]=[CH:6][C:5]([C:8](=[O:10])[CH3:9])=[CH:4][C:3]=1[N+:11]([O-:13])=[O:12].[BH4-].[Na+].CCOC(C)=O. Product: [F:1][C:2]1[CH:7]=[CH:6][C:5]([CH:8]([OH:10])[CH3:9])=[CH:4][C:3]=1[N+:11]([O-:13])=[O:12]. The catalyst class is: 430.